This data is from Catalyst prediction with 721,799 reactions and 888 catalyst types from USPTO. The task is: Predict which catalyst facilitates the given reaction. (1) Reactant: [F:1][C:2]([F:21])([F:20])[C@@H:3]([OH:19])[CH2:4][N:5]1[CH2:10][CH2:9][CH2:8][C@@H:7]([C:11]2[CH:16]=[CH:15][CH:14]=[C:13]([O:17][CH3:18])[CH:12]=2)[CH2:6]1.[Cl:22][C:23]1[CH:28]=[CH:27][C:26]([N:29]=[C:30]=[O:31])=[CH:25][CH:24]=1. Product: [ClH:22].[F:21][C:2]([F:1])([F:20])[C@@H:3]([O:19][C:30](=[O:31])[NH:29][C:26]1[CH:27]=[CH:28][C:23]([Cl:22])=[CH:24][CH:25]=1)[CH2:4][N:5]1[CH2:10][CH2:9][CH2:8][C@@H:7]([C:11]2[CH:16]=[CH:15][CH:14]=[C:13]([O:17][CH3:18])[CH:12]=2)[CH2:6]1. The catalyst class is: 10. (2) Reactant: [H-].[Na+].[F:3][C:4]1[CH:5]=[C:6]2[C:10](=[CH:11][CH:12]=1)[NH:9][CH:8]=[C:7]2[CH:13]=[O:14].Br[CH2:16][CH2:17][O:18][CH3:19].O. Product: [F:3][C:4]1[CH:5]=[C:6]2[C:10](=[CH:11][CH:12]=1)[N:9]([CH2:16][CH2:17][O:18][CH3:19])[CH:8]=[C:7]2[CH:13]=[O:14]. The catalyst class is: 31. (3) Reactant: [Cl:1][C:2]1[C:3](=[O:9])[NH:4][N:5]=[CH:6][C:7]=1[Cl:8].[C:10](=O)([O-])[O-].[K+].[K+].IC. Product: [Cl:1][C:2]1[C:3](=[O:9])[N:4]([CH3:10])[N:5]=[CH:6][C:7]=1[Cl:8]. The catalyst class is: 10. (4) Reactant: [C:1]([O:5][C:6]([N:8]1[C:16]2[C:11](=[CH:12][CH:13]=[C:14]([C:17]([OH:19])=[O:18])[CH:15]=2)[CH2:10][CH2:9]1)=[O:7])([CH3:4])([CH3:3])[CH3:2].C(=O)([O-])[O-].[K+].[K+].[CH2:26](Br)[CH:27]=[CH2:28].[OH-].[Na+]. Product: [N:8]1([C:6]([O:5][C:1]([CH3:4])([CH3:2])[CH3:3])=[O:7])[C:16]2[C:11](=[CH:12][CH:13]=[C:14]([C:17]([O:19][CH2:28][CH:27]=[CH2:26])=[O:18])[CH:15]=2)[CH2:10][CH2:9]1. The catalyst class is: 136. (5) Reactant: Cl[C:2]1[N:3]=[C:4]([N:15]2[CH2:20][CH2:19][O:18][CH2:17][CH2:16]2)[C:5]2[S:10][C:9]([C:11]([NH2:14])([CH3:13])[CH3:12])=[CH:8][C:6]=2[N:7]=1.CCN(CC)CC.[CH3:28][S:29](Cl)(=[O:31])=[O:30].CC1(C)C(C)(C)OB([C:41]2[CH:49]=[CH:48][CH:47]=[C:46]3[C:42]=2[CH:43]=[N:44][NH:45]3)O1. Product: [NH:45]1[C:46]2[C:42](=[C:41]([C:2]3[N:3]=[C:4]([N:15]4[CH2:20][CH2:19][O:18][CH2:17][CH2:16]4)[C:5]4[S:10][C:9]([C:11]([NH:14][S:29]([CH3:28])(=[O:31])=[O:30])([CH3:13])[CH3:12])=[CH:8][C:6]=4[N:7]=3)[CH:49]=[CH:48][CH:47]=2)[CH:43]=[N:44]1. The catalyst class is: 2. (6) Reactant: [Br:1][C:2]1[C:3]([C:9]2[S:10][C:11]([CH2:14][N:15]3[CH2:20][CH2:19][CH2:18][CH2:17][CH2:16]3)=[CH:12][CH:13]=2)=[N:4][C:5](Cl)=[N:6][CH:7]=1.[NH2:21][CH2:22][CH2:23][N:24]1[CH2:28][CH2:27][NH:26][C:25]1=[O:29].C(O)(C)C. Product: [Br:1][C:2]1[C:3]([C:9]2[S:10][C:11]([CH2:14][N:15]3[CH2:20][CH2:19][CH2:18][CH2:17][CH2:16]3)=[CH:12][CH:13]=2)=[N:4][C:5]([NH:21][CH2:22][CH2:23][N:24]2[CH2:28][CH2:27][NH:26][C:25]2=[O:29])=[N:6][CH:7]=1. The catalyst class is: 4.